Dataset: Reaction yield outcomes from USPTO patents with 853,638 reactions. Task: Predict the reaction yield, written as a fraction of the theoretical maximum amount of product (1.0 means a 100% yield; for example, 0.34 means a 34% yield). (1) The yield is 0.800. No catalyst specified. The product is [N:31]([CH:11]1[CH:10]([CH3:16])[CH2:9][CH:8]([NH:7][S:4]([CH:1]2[CH2:2][CH2:3]2)(=[O:5])=[O:6])[CH2:12]1)=[C:35]=[O:38]. The reactants are [CH:1]1([S:4]([NH:7][CH:8]2[CH2:12][CH:11](C(O)=O)[CH:10]([CH3:16])[CH2:9]2)(=[O:6])=[O:5])[CH2:3][CH2:2]1.C1C=CC(P([N:31]=[N+]=[N-])(C2C=CC=CC=2)=O)=CC=1.C[C:35]([OH:38])(C)C. (2) The reactants are C(OC([N:8]1[CH2:12][CH2:11][CH2:10][CH:9]1[C:13]1[NH:14][C:15]([C:18]2[CH:23]=[CH:22][C:21]([C:24]3[CH:29]=[CH:28][C:27]([C:30]4[NH:31][C:32]([CH:35]5[CH2:39][CH2:38][CH2:37][N:36]5[C:40](=[O:53])[CH:41]([NH:48][C:49]([O:51][CH3:52])=[O:50])[CH2:42][CH2:43][C:44]([F:47])([F:46])[F:45])=[N:33][CH:34]=4)=[CH:26][CH:25]=3)=[CH:20][CH:19]=2)=[CH:16][N:17]=1)=O)(C)(C)C.FC(F)(F)C(O)=O. The catalyst is ClCCl. The product is [CH3:52][O:51][C:49](=[O:50])[NH:48][CH:41]([C:40]([N:36]1[CH2:37][CH2:38][CH2:39][CH:35]1[C:32]1[NH:31][C:30]([C:27]2[CH:26]=[CH:25][C:24]([C:21]3[CH:22]=[CH:23][C:18]([C:15]4[NH:14][C:13]([CH:9]5[CH2:10][CH2:11][CH2:12][NH:8]5)=[N:17][CH:16]=4)=[CH:19][CH:20]=3)=[CH:29][CH:28]=2)=[CH:34][N:33]=1)=[O:53])[CH2:42][CH2:43][C:44]([F:46])([F:45])[F:47]. The yield is 0.920. (3) The reactants are [OH:1][C:2]1[CH:3]=[C:4]2[C:9](=[CH:10][C:11]=1[CH3:12])[O:8][C:7]1([CH2:21][C:20]([CH3:23])([CH3:22])[C:19]3[C:14](=[CH:15][C:16]([CH3:25])=[C:17]([OH:24])[CH:18]=3)[O:13]1)[CH2:6][C:5]2([CH3:27])[CH3:26].[C:28](=[O:31])([O-:30])[O-].[K+].[K+].I[CH3:35].Br[CH2:37][C:38]([O:40]CC)=[O:39].[OH-].[Na+]. The catalyst is CN(C=O)C.C1COCC1.CO.O. The product is [CH3:23][C:20]1([CH3:22])[C:19]2[C:14](=[CH:15][C:16]([CH3:25])=[C:17]([O:24][CH2:35][C:28]([OH:30])=[O:31])[CH:18]=2)[O:13][C:7]2([CH2:6][C:5]([CH3:27])([CH3:26])[C:4]3[C:9](=[CH:10][C:11]([CH3:12])=[C:2]([O:1][CH2:37][C:38]([OH:40])=[O:39])[CH:3]=3)[O:8]2)[CH2:21]1. The yield is 0.110. (4) The reactants are [C:1]([O:9][CH2:10][CH3:11])(=[O:8])[CH2:2][C:3]([O:5][CH2:6][CH3:7])=[O:4].[H-].[Na+].[CH:14]1([CH2:17][O:18][C:19]2[CH:24]=[C:23](F)[CH:22]=[CH:21][C:20]=2[N+:26]([O-:28])=[O:27])[CH2:16][CH2:15]1. The catalyst is CN(C=O)C. The product is [CH:14]1([CH2:17][O:18][C:19]2[CH:24]=[C:23]([CH:2]([C:3]([O:5][CH2:6][CH3:7])=[O:4])[C:1]([O:9][CH2:10][CH3:11])=[O:8])[CH:22]=[CH:21][C:20]=2[N+:26]([O-:28])=[O:27])[CH2:15][CH2:16]1. The yield is 0.420.